Task: Predict the reactants needed to synthesize the given product.. Dataset: Full USPTO retrosynthesis dataset with 1.9M reactions from patents (1976-2016) (1) Given the product [Cl:25][C:8]1[C:7]([CH3:26])=[C:6]([C:27](=[O:29])[CH3:28])[C:5]([O:4][CH2:3][CH2:2][N:35]2[CH2:36][CH2:37][C:32]([F:38])([F:31])[CH2:33][CH2:34]2)=[C:10]([O:11][CH2:12][CH2:13][CH:14]([C:16]2[CH:21]=[CH:20][C:19]([F:22])=[CH:18][CH:17]=2)[CH3:15])[C:9]=1[O:23][CH3:24], predict the reactants needed to synthesize it. The reactants are: Br[CH2:2][CH2:3][O:4][C:5]1[C:10]([O:11][CH2:12][CH2:13][CH:14]([C:16]2[CH:21]=[CH:20][C:19]([F:22])=[CH:18][CH:17]=2)[CH3:15])=[C:9]([O:23][CH3:24])[C:8]([Cl:25])=[C:7]([CH3:26])[C:6]=1[C:27](=[O:29])[CH3:28].Cl.[F:31][C:32]1([F:38])[CH2:37][CH2:36][NH:35][CH2:34][CH2:33]1. (2) Given the product [F:1][C:2]1[CH:7]=[CH:6][C:5]([CH2:8][C:9]2[CH:18]=[C:17]3[C:12]([C:13]([OH:34])=[C:14]([C:29]([NH:35][CH2:36][CH2:37][OH:38])=[O:30])[C:15](=[O:28])[N:16]3[CH2:19][CH2:20][N:21]3[CH2:26][CH2:25][CH2:24][CH2:23][C:22]3=[O:27])=[N:11][CH:10]=2)=[CH:4][CH:3]=1, predict the reactants needed to synthesize it. The reactants are: [F:1][C:2]1[CH:7]=[CH:6][C:5]([CH2:8][C:9]2[CH:18]=[C:17]3[C:12]([C:13]([OH:34])=[C:14]([C:29](OCC)=[O:30])[C:15](=[O:28])[N:16]3[CH2:19][CH2:20][N:21]3[CH2:26][CH2:25][CH2:24][CH2:23][C:22]3=[O:27])=[N:11][CH:10]=2)=[CH:4][CH:3]=1.[NH2:35][CH2:36][CH2:37][OH:38].